Dataset: PAMPA (Parallel Artificial Membrane Permeability Assay) permeability data from NCATS. Task: Regression/Classification. Given a drug SMILES string, predict its absorption, distribution, metabolism, or excretion properties. Task type varies by dataset: regression for continuous measurements (e.g., permeability, clearance, half-life) or binary classification for categorical outcomes (e.g., BBB penetration, CYP inhibition). Dataset: pampa_ncats. (1) The molecule is CNC(=O)C1=CC=CC=C1NC2=NC(=NC=C2Cl)NC3=C(C=C(C=C3)N4CCOCC4)OC. The result is 1 (high permeability). (2) The drug is CCC1=C(C=C(C=C1)NC(=O)C2=C(C(=C(N2)C)C(=O)C)C)[S+](=O)(N3CCCCCC3)[O-]. The result is 1 (high permeability). (3) The drug is COC1=CC=CC(=C1O)CNC2=CC=C(C=C2)S(=O)(=O)NC3=CC=CC4=C3C=NC=C4. The result is 1 (high permeability). (4) The result is 0 (low-to-moderate permeability). The drug is COC1=CC(=C(C=C1)O)CNC2=CC=C(C=C2)S(=O)(=O)NC3=NC=CS3. (5) The drug is CN1C(=NN=N1)SC2=NC=NC3=C2C(=CS3)C4=CC(=CC=C4)S(=O)(=O)C. The result is 1 (high permeability). (6) The drug is C1CCN(C1)C(=O)C2=CC=C(C=C2)NC(=O)C3=CC=CC=C3F. The result is 1 (high permeability). (7) The molecule is CC1=CN=C(N=C1NCC2CN(C2)C3=CN=CC=C3)C4=CC=CC=C4C(C)C. The result is 1 (high permeability). (8) The compound is CC1=CC=C(C=C1)S(=O)(=O)NC2=C(C=CN=C2)C(=O)NC3=NC4=CC=CC=C4S3. The result is 1 (high permeability).